This data is from Catalyst prediction with 721,799 reactions and 888 catalyst types from USPTO. The task is: Predict which catalyst facilitates the given reaction. (1) Product: [F:36][C:37]1[CH:42]=[CH:41][C:40]([NH:43][C:44]([NH:1][C:2]2[CH:3]=[CH:4][C:5]([S:8]([CH:11]([CH2:16][CH2:17][N:18]3[C:23](=[O:24])[C:22]4[CH:25]=[CH:26][CH:27]=[CH:28][C:21]=4[N:20]=[N:19]3)[C:12]([O:14][CH3:15])=[O:13])(=[O:10])=[O:9])=[CH:6][CH:7]=2)=[O:45])=[CH:39][CH:38]=1. Reactant: [NH2:1][C:2]1[CH:7]=[CH:6][C:5]([S:8]([CH:11]([CH2:16][CH2:17][N:18]2[C:23](=[O:24])[C:22]3[CH:25]=[CH:26][CH:27]=[CH:28][C:21]=3[N:20]=[N:19]2)[C:12]([O:14][CH3:15])=[O:13])(=[O:10])=[O:9])=[CH:4][CH:3]=1.C(N(CC)CC)C.[F:36][C:37]1[CH:42]=[CH:41][C:40]([N:43]=[C:44]=[O:45])=[CH:39][CH:38]=1. The catalyst class is: 7. (2) Reactant: [F:1][C:2]1[CH:7]=[C:6]([F:8])[CH:5]=[CH:4][C:3]=1[C@@H:9]([N:13]1[C@H:18]([CH2:19][CH:20]([CH3:22])[CH3:21])[C:17](=[O:23])[NH:16][C@H:15]([CH:24]2[CH2:32][C:31]3[C:26](=[CH:27][CH:28]=[CH:29][CH:30]=3)[CH2:25]2)[C:14]1=[O:33])[C:10]([OH:12])=[O:11].C(=O)([O-])[O-].[K+].[K+].[C:40]([O:43][CH:44](Br)[CH3:45])(=[O:42])[CH3:41]. Product: [F:1][C:2]1[CH:7]=[C:6]([F:8])[CH:5]=[CH:4][C:3]=1[C@@H:9]([N:13]1[C@H:18]([CH2:19][CH:20]([CH3:22])[CH3:21])[C:17](=[O:23])[NH:16][C@H:15]([CH:24]2[CH2:32][C:31]3[C:26](=[CH:27][CH:28]=[CH:29][CH:30]=3)[CH2:25]2)[C:14]1=[O:33])[C:10]([O:12][CH:44]([O:43][C:40](=[O:42])[CH3:41])[CH3:45])=[O:11]. The catalyst class is: 3. (3) Reactant: [Br:1][C:2]1[CH:7]=[CH:6][C:5]([O:8][CH3:9])=[C:4]([N:10]=[C:11]=[S:12])[CH:3]=1.[NH3:13]. Product: [Br:1][C:2]1[CH:7]=[CH:6][C:5]([O:8][CH3:9])=[C:4]([NH:10][C:11]([NH2:13])=[S:12])[CH:3]=1. The catalyst class is: 5. (4) Reactant: [NH:1]1[CH2:5][CH2:4][C@H:3](/[CH:6]=[CH:7]/[C:8]2[CH:9]=[N:10][CH:11]=[N:12][CH:13]=2)[CH2:2]1.[C:14]([OH:24])(=[O:23])[C:15]1[NH:22][C:20](=[O:21])[NH:19][C:17](=[O:18])[CH:16]=1. Product: [C:14]([OH:24])(=[O:23])[C:15]1[NH:22][C:20](=[O:21])[NH:19][C:17](=[O:18])[CH:16]=1.[NH:1]1[CH2:5][CH2:4][C@H:3](/[CH:6]=[CH:7]/[C:8]2[CH:13]=[N:12][CH:11]=[N:10][CH:9]=2)[CH2:2]1. The catalyst class is: 10. (5) Reactant: [CH3:1][C:2]1[C:6]([C:7]2[CH:8]=[C:9]([C:19]([C:21]3[CH:26]=[CH:25][CH:24]=[CH:23][N:22]=3)=[O:20])[C:10]3[N:14]=[C:13]([O:15]CC)[NH:12][C:11]=3[CH:18]=2)=[C:5]([CH3:27])[O:4][N:3]=1.[CH2:28]([Mg]Br)[CH3:29].CCO.Cl.O1CCOCC1. Product: [CH3:1][C:2]1[C:6]([C:7]2[CH:8]=[C:9]([C:19]([OH:20])([C:21]3[CH:26]=[CH:25][CH:24]=[CH:23][N:22]=3)[CH2:28][CH3:29])[C:10]3[NH:14][C:13](=[O:15])[NH:12][C:11]=3[CH:18]=2)=[C:5]([CH3:27])[O:4][N:3]=1. The catalyst class is: 1. (6) Reactant: [S:1]1[CH:5]=[CH:4][CH:3]=[C:2]1[C:6]1[C:16]2[O:15][CH2:14][CH2:13][N:12](C(OC(C)(C)C)=O)[CH2:11][C:10]=2[CH:9]=[CH:8][CH:7]=1.C(OCC)(=O)C.[ClH:30]. Product: [ClH:30].[S:1]1[CH:5]=[CH:4][CH:3]=[C:2]1[C:6]1[C:16]2[O:15][CH2:14][CH2:13][NH:12][CH2:11][C:10]=2[CH:9]=[CH:8][CH:7]=1. The catalyst class is: 13. (7) Reactant: [OH:1][C:2]1[CH:11]=[C:10]([O:12][CH3:13])[C:9]2[C:4](=[CH:5][CH:6]=[CH:7][CH:8]=2)[N:3]=1.[F:14][C:15]([F:28])([F:27])[S:16](O[S:16]([C:15]([F:28])([F:27])[F:14])(=[O:18])=[O:17])(=[O:18])=[O:17]. Product: [CH3:13][O:12][C:10]1[C:9]2[C:4](=[CH:5][CH:6]=[CH:7][CH:8]=2)[N:3]=[C:2]([O:1][S:16]([C:15]([F:28])([F:27])[F:14])(=[O:18])=[O:17])[CH:11]=1. The catalyst class is: 17.